From a dataset of Forward reaction prediction with 1.9M reactions from USPTO patents (1976-2016). Predict the product of the given reaction. (1) The product is: [Cl:2][C:3]1[C:8]([C:9]2[C:10]([F:17])=[CH:11][C:12]([F:16])=[CH:13][C:14]=2[F:15])=[C:7]([NH:18][C@@H:19]([CH3:24])[C:20]([F:21])([F:22])[F:23])[N:6]=[C:5]([C:25](=[S:1])[NH2:26])[N:4]=1. Given the reactants [SH2:1].[Cl:2][C:3]1[C:8]([C:9]2[C:14]([F:15])=[CH:13][C:12]([F:16])=[CH:11][C:10]=2[F:17])=[C:7]([NH:18][C@@H:19]([CH3:24])[C:20]([F:23])([F:22])[F:21])[N:6]=[C:5]([C:25]#[N:26])[N:4]=1.O.C(O)(=O)C, predict the reaction product. (2) The product is: [C:20]([CH:7]([OH:8])[C@@:6]1([C:20](=[O:27])[C:21]2[CH:26]=[CH:25][CH:24]=[CH:23][CH:22]=2)[O:9][C@@:1]([C:20](=[O:27])[C:21]2[CH:26]=[CH:25][CH:24]=[CH:23][CH:22]=2)([N:10]2[C:19]3[N:18]=[CH:17][N:16]=[C:14]([NH2:15])[C:13]=3[N:12]=[CH:11]2)[C@:2]([C:20](=[O:27])[C:21]2[CH:26]=[CH:25][CH:24]=[CH:23][CH:22]=2)([OH:3])[C@:4]1([C:20](=[O:27])[C:21]1[CH:26]=[CH:25][CH:24]=[CH:23][CH:22]=1)[OH:5])(=[O:27])[C:21]1[CH:26]=[CH:25][CH:24]=[CH:23][CH:22]=1. Given the reactants [C@@H:1]1([N:10]2[C:19]3[N:18]=[CH:17][N:16]=[C:14]([NH2:15])[C:13]=3[N:12]=[CH:11]2)[O:9][C@H:6]([CH2:7][OH:8])[C@@H:4]([OH:5])[C@H:2]1[OH:3].[C:20](Cl)(=[O:27])[C:21]1[CH:26]=[CH:25][CH:24]=[CH:23][CH:22]=1, predict the reaction product. (3) Given the reactants [I:1][C:2]1[C:6]([C:7]([O:9][CH2:10][CH3:11])=[O:8])=[CH:5][NH:4][N:3]=1.[O:12]1[CH:17]=[CH:16][CH2:15][CH2:14][CH2:13]1.O.C1(C)C=CC(S(O)(=O)=O)=CC=1, predict the reaction product. The product is: [I:1][C:2]1[C:6]([C:7]([O:9][CH2:10][CH3:11])=[O:8])=[CH:5][N:4]([CH:13]2[CH2:14][CH2:15][CH2:16][CH2:17][O:12]2)[N:3]=1. (4) Given the reactants C(OC(=O)[NH:7][C:8]1[CH:13]=[CH:12][C:11]([C:14]([N:16]2[CH2:22][C:21]3([CH3:24])[CH2:23][CH:17]2[CH2:18][C:19]([CH3:26])([CH3:25])[CH2:20]3)=[O:15])=[CH:10][CH:9]=1)(C)(C)C.C(O)(C(F)(F)F)=O, predict the reaction product. The product is: [NH2:7][C:8]1[CH:9]=[CH:10][C:11]([C:14]([N:16]2[CH2:22][C:21]3([CH3:24])[CH2:23][CH:17]2[CH2:18][C:19]([CH3:26])([CH3:25])[CH2:20]3)=[O:15])=[CH:12][CH:13]=1. (5) The product is: [C:3]([CH2:4][C:9]1[CH:17]=[C:16]([N+:18]([O-:20])=[O:19])[CH:15]=[CH:14][C:10]=1[C:11]([OH:13])=[O:12])([OH:21])=[O:2]. Given the reactants C[O:2][C:3](=[O:21])[CH:4]([C:9]1[CH:17]=[C:16]([N+:18]([O-:20])=[O:19])[CH:15]=[CH:14][C:10]=1[C:11]([OH:13])=[O:12])C(OC)=O.[OH-].[Na+], predict the reaction product. (6) Given the reactants [Cl:1][C:2]1[C:3]([O:12][C:13]2[CH:18]=[C:17]([O:19][CH2:20][CH2:21][O:22][Si:23]([CH:30]([CH3:32])[CH3:31])([CH:27]([CH3:29])[CH3:28])[CH:24]([CH3:26])[CH3:25])[CH:16]=[CH:15][C:14]=2/[CH:33]=[CH:34]/[C:35]([OH:37])=O)=[N:4][CH:5]=[C:6]([C:8]([F:11])([F:10])[F:9])[CH:7]=1.Cl.C(N=C=NCCCN(C)C)C.[CH2:50]([S:55]([NH2:58])(=[O:57])=[O:56])[CH2:51][CH2:52][CH2:53][CH3:54].Cl, predict the reaction product. The product is: [Cl:1][C:2]1[C:3]([O:12][C:13]2[CH:18]=[C:17]([O:19][CH2:20][CH2:21][O:22][Si:23]([CH:27]([CH3:28])[CH3:29])([CH:30]([CH3:32])[CH3:31])[CH:24]([CH3:26])[CH3:25])[CH:16]=[CH:15][C:14]=2/[CH:33]=[CH:34]/[C:35]([NH:58][S:55]([CH2:50][CH2:51][CH2:52][CH2:53][CH3:54])(=[O:57])=[O:56])=[O:37])=[N:4][CH:5]=[C:6]([C:8]([F:11])([F:10])[F:9])[CH:7]=1. (7) Given the reactants [Cl:1][C:2]1[CH:11]=[C:10]2[C:5]([C:6]([N:13]3[CH2:18][CH2:17][NH:16][CH2:15][CH2:14]3)=[CH:7][C:8]([CH3:12])=[N:9]2)=[CH:4][CH:3]=1.[F:19][C:20]1[CH:25]=[CH:24][C:23]([N:26]=[C:27]=[O:28])=[CH:22][CH:21]=1.CCCCCC.CCOC(C)=O, predict the reaction product. The product is: [Cl:1][C:2]1[CH:11]=[C:10]2[C:5]([C:6]([N:13]3[CH2:18][CH2:17][N:16]([C:27]([NH:26][C:23]4[CH:24]=[CH:25][C:20]([F:19])=[CH:21][CH:22]=4)=[O:28])[CH2:15][CH2:14]3)=[CH:7][C:8]([CH3:12])=[N:9]2)=[CH:4][CH:3]=1.